This data is from Full USPTO retrosynthesis dataset with 1.9M reactions from patents (1976-2016). The task is: Predict the reactants needed to synthesize the given product. (1) Given the product [Cl:1][C:2]1[CH:7]=[CH:6][N:5]=[C:4]([CH2:8][N:10]2[CH2:15][CH2:14][O:13][CH:12]([CH2:16][CH2:17][OH:18])[CH2:11]2)[N:3]=1, predict the reactants needed to synthesize it. The reactants are: [Cl:1][C:2]1[CH:7]=[CH:6][N:5]=[C:4]([CH:8]=O)[N:3]=1.[NH:10]1[CH2:15][CH2:14][O:13][CH:12]([CH2:16][CH2:17][OH:18])[CH2:11]1. (2) Given the product [CH:22]([C:2]1[CH:3]=[C:4]2[C:8](=[CH:9][CH:10]=1)[N:7]([C:11]([O:13][C:14]([CH3:17])([CH3:16])[CH3:15])=[O:12])[C:6]([CH3:18])=[CH:5]2)=[O:23], predict the reactants needed to synthesize it. The reactants are: Br[C:2]1[CH:3]=[C:4]2[C:8](=[CH:9][CH:10]=1)[N:7]([C:11]([O:13][C:14]([CH3:17])([CH3:16])[CH3:15])=[O:12])[C:6]([CH3:18])=[CH:5]2.CN([CH:22]=[O:23])C.C([Li])(C)(C)C.CCCCCCC. (3) Given the product [C:23]([C:27]1[CH:28]=[CH:29][C:30]([C:31]([NH:1][C:2]2[CH:3]=[CH:4][C:5]([C:8]3[S:12][C:11]([CH:13]4[CH2:14][CH2:15][CH:16]([C:19]([O:21][CH3:22])=[O:20])[CH2:17][CH2:18]4)=[N:10][CH:9]=3)=[CH:6][CH:7]=2)=[O:32])=[CH:34][CH:35]=1)([CH3:26])([CH3:24])[CH3:25], predict the reactants needed to synthesize it. The reactants are: [NH2:1][C:2]1[CH:7]=[CH:6][C:5]([C:8]2[S:12][C:11]([CH:13]3[CH2:18][CH2:17][CH:16]([C:19]([O:21][CH3:22])=[O:20])[CH2:15][CH2:14]3)=[N:10][CH:9]=2)=[CH:4][CH:3]=1.[C:23]([C:27]1[CH:35]=[CH:34][C:30]([C:31](Cl)=[O:32])=[CH:29][CH:28]=1)([CH3:26])([CH3:25])[CH3:24]. (4) The reactants are: [N+:1]([C:4]1[CH:5]=[C:6]([CH2:10][CH:11]([C:13]2[N:14]=[CH:15][N:16]([C:18]([C:31]3[CH:36]=[CH:35][CH:34]=[CH:33][CH:32]=3)([C:25]3[CH:30]=[CH:29][CH:28]=[CH:27][CH:26]=3)[C:19]3[CH:24]=[CH:23][CH:22]=[CH:21][CH:20]=3)[CH:17]=2)O)[CH:7]=[CH:8][CH:9]=1)([O-:3])=[O:2].C1(C)C=CC(S(O)(=O)=O)=CC=1. Given the product [N+:1]([C:4]1[CH:5]=[C:6]([CH:10]=[CH:11][C:13]2[N:14]=[CH:15][N:16]([C:18]([C:31]3[CH:36]=[CH:35][CH:34]=[CH:33][CH:32]=3)([C:25]3[CH:26]=[CH:27][CH:28]=[CH:29][CH:30]=3)[C:19]3[CH:24]=[CH:23][CH:22]=[CH:21][CH:20]=3)[CH:17]=2)[CH:7]=[CH:8][CH:9]=1)([O-:3])=[O:2], predict the reactants needed to synthesize it. (5) Given the product [CH:1]1([C:7]2[CH:12]=[CH:11][C:10]([C:13](=[O:30])[CH2:14][CH:15]([C:16]3[CH:17]=[CH:18][C:19]([C:20]([NH:22][CH2:23][CH2:24][C:25]([OH:27])=[O:26])=[O:21])=[CH:28][CH:29]=3)[C:38](=[O:39])[C:37]3[CH:40]=[CH:41][C:34]([O:33][C:32]([F:31])([F:42])[F:43])=[CH:35][CH:36]=3)=[CH:9][CH:8]=2)[CH2:6][CH2:5][CH2:4][CH2:3][CH2:2]1, predict the reactants needed to synthesize it. The reactants are: [CH:1]1([C:7]2[CH:12]=[CH:11][C:10]([C:13](=[O:30])[CH:14]=[CH:15][C:16]3[CH:29]=[CH:28][C:19]([C:20]([NH:22][CH2:23][CH2:24][C:25]([OH:27])=[O:26])=[O:21])=[CH:18][CH:17]=3)=[CH:9][CH:8]=2)[CH2:6][CH2:5][CH2:4][CH2:3][CH2:2]1.[F:31][C:32]([F:43])([F:42])[O:33][C:34]1[CH:41]=[CH:40][C:37]([CH:38]=[O:39])=[CH:36][CH:35]=1.C1CCN2C(=NCCC2)CC1. (6) Given the product [CH3:24][C:15]1[C:14]([C@@H:13]2[S:4][CH2:5][C@@H:6]3[CH2:7][N:8]([C:26]([O:28][C:29]([CH3:32])([CH3:31])[CH3:30])=[O:27])[CH2:9][CH2:10][N:11]3[CH2:12]2)=[CH:22][CH:21]=[C:20]2[C:16]=1[CH2:17][O:18][C:19]2=[O:23], predict the reactants needed to synthesize it. The reactants are: C([S:4][CH2:5][C@H:6]1[N:11]([CH2:12][CH:13](Cl)[C:14]2[C:15]([CH3:24])=[C:16]3[C:20](=[CH:21][CH:22]=2)[C:19](=[O:23])[O:18][CH2:17]3)[CH2:10][CH2:9][N:8]([C:26]([O:28][C:29]([CH3:32])([CH3:31])[CH3:30])=[O:27])[CH2:7]1)(=O)C.C[O-].[Na+].CO. (7) Given the product [CH3:30][O:29][C:27](=[O:28])[O:1][CH2:2][C:3]1[CH:4]=[CH:5][C:6]([O:18][CH3:19])=[C:7]([O:8][C:9]2[CH:16]=[CH:15][CH:14]=[C:11]([C:12]#[N:13])[CH:10]=2)[CH:17]=1, predict the reactants needed to synthesize it. The reactants are: [OH:1][CH2:2][C:3]1[CH:4]=[CH:5][C:6]([O:18][CH3:19])=[C:7]([CH:17]=1)[O:8][C:9]1[CH:10]=[C:11]([CH:14]=[CH:15][CH:16]=1)[C:12]#[N:13].N1C=CC=CC=1.Cl[C:27]([O:29][CH3:30])=[O:28].